From a dataset of Catalyst prediction with 721,799 reactions and 888 catalyst types from USPTO. Predict which catalyst facilitates the given reaction. (1) Reactant: C(OC([N:8]1[CH2:12][C@H:11]([F:13])[CH2:10][C@H:9]1[C:14](=[O:28])[NH:15][CH2:16][C:17]1[CH:22]=[C:21]([C:23]([OH:25])=[O:24])[CH:20]=[C:19]([Cl:26])[C:18]=1[F:27])=O)(C)(C)C.C(O)(C(F)(F)F)=O. Product: [Cl:26][C:19]1[CH:20]=[C:21]([CH:22]=[C:17]([CH2:16][NH:15][C:14]([C@@H:9]2[CH2:10][C@@H:11]([F:13])[CH2:12][NH:8]2)=[O:28])[C:18]=1[F:27])[C:23]([OH:25])=[O:24]. The catalyst class is: 2. (2) Reactant: C[O:2][C:3]([C:5]1[C:31]([N:32]2[CH2:37][CH2:36][CH:35]([C:38]([F:41])([F:40])[F:39])[CH2:34][CH2:33]2)=[CH:30][C:8]2[N:9]([CH3:29])[C:10]([NH:12][C:13]3[C:18]([Cl:19])=[CH:17][CH:16]=[C:15]([CH2:20][NH:21][C:22](=[O:27])[C:23]([CH3:26])([CH3:25])[CH3:24])[C:14]=3[Cl:28])=[N:11][C:7]=2[CH:6]=1)=[O:4].[OH-].[Na+]. Product: [Cl:28][C:14]1[C:15]([CH2:20][NH:21][C:22](=[O:27])[C:23]([CH3:26])([CH3:25])[CH3:24])=[CH:16][CH:17]=[C:18]([Cl:19])[C:13]=1[NH:12][C:10]1[N:9]([CH3:29])[C:8]2[CH:30]=[C:31]([N:32]3[CH2:33][CH2:34][CH:35]([C:38]([F:41])([F:40])[F:39])[CH2:36][CH2:37]3)[C:5]([C:3]([OH:4])=[O:2])=[CH:6][C:7]=2[N:11]=1. The catalyst class is: 5. (3) Reactant: C1(C)C=CC=CC=1.C(=O)([O-])O.[Na+].I[C:14]1[C:19]([O:20][C:21]2[C:30]3[C:25](=[CH:26][C:27]([O:33][CH3:34])=[C:28]([O:31][CH3:32])[CH:29]=3)[N:24]=[CH:23][CH:22]=2)=[CH:18][CH:17]=[C:16]([CH3:35])[N:15]=1.[OH:36][C:37]1[CH:38]=[C:39](B(O)O)[CH:40]=[CH:41][CH:42]=1. Product: [CH3:32][O:31][C:28]1[CH:29]=[C:30]2[C:25](=[CH:26][C:27]=1[O:33][CH3:34])[N:24]=[CH:23][CH:22]=[C:21]2[O:20][C:19]1[C:14]([C:41]2[CH:42]=[C:37]([OH:36])[CH:38]=[CH:39][CH:40]=2)=[N:15][C:16]([CH3:35])=[CH:17][CH:18]=1. The catalyst class is: 6.